This data is from Catalyst prediction with 721,799 reactions and 888 catalyst types from USPTO. The task is: Predict which catalyst facilitates the given reaction. (1) Reactant: [CH3:1][C:2]1[N:3]=[N:4][C:5]([C:8]([F:11])([F:10])[F:9])=[CH:6][CH:7]=1.[Br:12]N1C(=O)CCC1=O.N(C(C)(C)C#N)=NC(C)(C)C#N. Product: [Br:12][CH2:1][C:2]1[N:3]=[N:4][C:5]([C:8]([F:9])([F:11])[F:10])=[CH:6][CH:7]=1. The catalyst class is: 53. (2) Reactant: [NH2:1][C:2]1[CH:3]=[C:4]2[C:8](=[CH:9][CH:10]=1)[CH2:7][CH2:6][CH2:5]2.Cl[CH2:12][CH2:13][C:14]([O:16][CH2:17][CH3:18])=[O:15].C(=O)([O-])[O-].[K+].[K+]. Product: [CH2:17]([O:16][C:14](=[O:15])[CH2:13][CH2:12][NH:1][C:2]1[CH:3]=[C:4]2[C:8](=[CH:9][CH:10]=1)[CH2:7][CH2:6][CH2:5]2)[CH3:18]. The catalyst class is: 689. (3) Reactant: [CH3:1][C:2]1[CH:7]=[C:6]([N+:8]([O-:10])=[O:9])[CH:5]=[C:4]([CH3:11])[C:3]=1[N:12]1[CH:17]=[CH:16][CH:15]=[C:14]([CH2:18][CH2:19][OH:20])[C:13]1=[O:21].C(N(CC)CC)C.[C:29]([Si:33](Cl)([C:40]1[CH:45]=[CH:44][CH:43]=[CH:42][CH:41]=1)[C:34]1[CH:39]=[CH:38][CH:37]=[CH:36][CH:35]=1)([CH3:32])([CH3:31])[CH3:30].O. Product: [Si:33]([O:20][CH2:19][CH2:18][C:14]1[C:13](=[O:21])[N:12]([C:3]2[C:2]([CH3:1])=[CH:7][C:6]([N+:8]([O-:10])=[O:9])=[CH:5][C:4]=2[CH3:11])[CH:17]=[CH:16][CH:15]=1)([C:29]([CH3:32])([CH3:31])[CH3:30])([C:40]1[CH:41]=[CH:42][CH:43]=[CH:44][CH:45]=1)[C:34]1[CH:39]=[CH:38][CH:37]=[CH:36][CH:35]=1. The catalyst class is: 546. (4) Reactant: [Cl:1][C:2]1[N:7]=[N:6][C:5]([NH:8][S:9]([CH2:12][C:13]2[CH:18]=[C:17]([C:19]#[N:20])[CH:16]=[CH:15][C:14]=2[Cl:21])(=[O:11])=[O:10])=[C:4]([O:22]C)[CH:3]=1.B(Br)(Br)Br. Product: [Cl:1][C:2]1[N:7]=[N:6][C:5]([NH:8][S:9]([CH2:12][C:13]2[CH:18]=[C:17]([C:19]#[N:20])[CH:16]=[CH:15][C:14]=2[Cl:21])(=[O:11])=[O:10])=[C:4]([OH:22])[CH:3]=1. The catalyst class is: 2.